Task: Predict the reactants needed to synthesize the given product.. Dataset: Full USPTO retrosynthesis dataset with 1.9M reactions from patents (1976-2016) (1) The reactants are: [F:1][C:2]1[CH:3]=[C:4]([CH:7]=[CH:8][C:9]=1[OH:10])[CH:5]=[O:6].[CH3:11][C@@H:12](O)[CH2:13][CH3:14].C1(P(C2C=CC=CC=2)C2C=CC=CC=2)C=CC=CC=1.CC(OC(/N=N/C(OC(C)C)=O)=O)C. Given the product [F:1][C:2]1[CH:3]=[C:4]([CH:7]=[CH:8][C:9]=1[O:10][C@H:12]([CH2:13][CH3:14])[CH3:11])[CH:5]=[O:6], predict the reactants needed to synthesize it. (2) Given the product [F:1][C:2]1[CH:7]=[C:6]([F:8])[CH:5]=[CH:4][C:3]=1[C:9]1[C:10]([C:11]2[CH:12]=[CH:13][C:14]3[N:15]([C:17]([CH:20]([CH3:22])[CH3:21])=[N:18][N:19]=3)[N:16]=2)=[CH:29][NH:27][N:32]=1, predict the reactants needed to synthesize it. The reactants are: [F:1][C:2]1[CH:7]=[C:6]([F:8])[CH:5]=[CH:4][C:3]=1[C:9](=O)[CH2:10][C:11]1[CH:12]=[CH:13][C:14]2[N:15]([C:17]([CH:20]([CH3:22])[CH3:21])=[N:18][N:19]=2)[N:16]=1.COC(OC)[N:27]([CH3:29])C.[NH2:32]N. (3) The reactants are: [CH3:1][O:2][C:3]1[CH:4]=[C:5]2[C:9](=[CH:10][CH:11]=1)[NH:8][CH:7]=[C:6]2[CH2:12][CH2:13][NH2:14].[C:15](OC(=O)C)(=[O:17])[CH3:16]. Given the product [CH3:1][O:2][C:3]1[CH:4]=[C:5]2[C:9](=[CH:10][CH:11]=1)[NH:8][CH:7]=[C:6]2[CH2:12][CH2:13][NH:14][C:15](=[O:17])[CH3:16], predict the reactants needed to synthesize it. (4) Given the product [Cl:9][C:4]1[N:5]=[C:6]([Cl:8])[N:7]=[C:2]([NH:20][CH2:19][C:18]2[CH:21]=[CH:22][CH:23]=[CH:24][C:17]=2[O:16][CH3:15])[N:3]=1, predict the reactants needed to synthesize it. The reactants are: Cl[C:2]1[N:7]=[C:6]([Cl:8])[N:5]=[C:4]([Cl:9])[N:3]=1.C([O-])(O)=O.[Na+].[CH3:15][O:16][C:17]1[CH:24]=[CH:23][CH:22]=[CH:21][C:18]=1[CH2:19][NH2:20]. (5) Given the product [Cl:18][C:13]1[NH:12][CH:11]=[C:10]([C:14]([O:16][CH3:17])=[O:15])[C:9]=1[C:5]1[CH:6]=[CH:7][CH:8]=[C:3]([C:1]#[N:2])[CH:4]=1, predict the reactants needed to synthesize it. The reactants are: [C:1]([C:3]1[CH:4]=[C:5]([C:9]2[C:10]([C:14]([O:16][CH3:17])=[O:15])=[CH:11][NH:12][CH:13]=2)[CH:6]=[CH:7][CH:8]=1)#[N:2].[Cl:18]N1C(=O)CCC1=O.O. (6) Given the product [C:1]([C:3]1[CH:8]=[CH:7][C:6]([CH2:9][CH2:10][C:11]([O:13][CH2:14][CH3:15])=[O:12])=[C:5]([O:16][CH:17]([C:36]([CH:33]2[CH2:32][CH2:31][N:30]([C:27]3[CH:26]=[CH:25][N:24]=[CH:29][CH:28]=3)[CH2:35][CH2:34]2)=[O:37])[C@H:18]2[CH2:22][CH2:21][CH2:20][NH:19]2)[CH:4]=1)#[N:2], predict the reactants needed to synthesize it. The reactants are: [C:1]([C:3]1[CH:8]=[CH:7][C:6]([CH2:9][CH2:10][C:11]([O:13][CH2:14][CH3:15])=[O:12])=[C:5]([O:16][CH2:17][C@H:18]2[CH2:22][CH2:21][CH2:20][NH:19]2)[CH:4]=1)#[N:2].Cl.[N:24]1[CH:29]=[CH:28][C:27]([N:30]2[CH2:35][CH2:34][CH:33]([C:36](O)=[O:37])[CH2:32][CH2:31]2)=[CH:26][CH:25]=1.C(N(CC)CC)C. (7) Given the product [NH:6]1[CH2:9][CH:8]([O:10][C:11]2[CH:12]=[C:13]([CH3:40])[C:14]([C:18]3[CH:23]=[CH:22][CH:21]=[C:20]([CH2:24][O:25][C:26]4[CH:39]=[CH:38][C:29]5[C@H:30]([CH2:33][C:34]([OH:36])=[O:35])[CH2:31][O:32][C:28]=5[CH:27]=4)[CH:19]=3)=[C:15]([CH3:17])[CH:16]=2)[CH2:7]1, predict the reactants needed to synthesize it. The reactants are: C(CC([N:6]1[CH2:9][CH:8]([O:10][C:11]2[CH:16]=[C:15]([CH3:17])[C:14]([C:18]3[CH:23]=[CH:22][CH:21]=[C:20]([CH2:24][O:25][C:26]4[CH:39]=[CH:38][C:29]5[C@H:30]([CH2:33][C:34]([O:36]C)=[O:35])[CH2:31][O:32][C:28]=5[CH:27]=4)[CH:19]=3)=[C:13]([CH3:40])[CH:12]=2)[CH2:7]1)=O)#N.[OH-].[Li+].